This data is from Reaction yield outcomes from USPTO patents with 853,638 reactions. The task is: Predict the reaction yield, written as a fraction of the theoretical maximum amount of product (1.0 means a 100% yield; for example, 0.34 means a 34% yield). (1) The reactants are [NH2:1][C:2]1[CH:7]=[CH:6][CH:5]=[CH:4][C:3]=1[SH:8].[C:9](#N)[CH2:10][C:11]#[N:12].CC(O)=O. The catalyst is C(O)C. The product is [S:8]1[C:3]2[CH:4]=[CH:5][CH:6]=[CH:7][C:2]=2[N:1]=[C:9]1[CH2:10][C:11]#[N:12]. The yield is 0.360. (2) The catalyst is FC(F)(F)C(O)=O.CCOC(C)=O. The yield is 0.310. The product is [NH:8]1[C:9]2[C:5](=[CH:4][C:3]([C:1]#[N:2])=[CH:11][CH:10]=2)[CH2:6][CH2:7]1. The reactants are [C:1]([C:3]1[CH:4]=[C:5]2[C:9](=[CH:10][CH:11]=1)[NH:8][CH:7]=[CH:6]2)#[N:2].C([SiH](CC)CC)C. (3) The reactants are [Br:1][C:2]1[N:6]2[N:7]=[C:8](Cl)[C:9]3[N:10]([CH3:15])[CH2:11][CH2:12][O:13][C:14]=3[C:5]2=[N:4][N:3]=1.[CH:17]1([CH2:20][NH2:21])[CH2:19][CH2:18]1.[CH2:22](O)CCC. No catalyst specified. The product is [Br:1][C:2]1[N:6]2[N:7]=[C:8]([NH:21][CH2:20][CH:17]([CH3:22])[CH2:19][CH3:18])[C:9]3[N:10]([CH3:15])[CH2:11][CH2:12][O:13][C:14]=3[C:5]2=[N:4][N:3]=1. The yield is 0.390. (4) The reactants are O.[OH-].[Li+].[CH3:4][C:5]1[O:9][C:8]([C:10]2[S:11][CH:12]=[CH:13][CH:14]=2)=[N:7][C:6]=1[CH2:15][O:16][C:17]1[CH:38]=[CH:37][C:20]([CH2:21][O:22]/[N:23]=[C:24](/[C:31]2[CH:36]=[CH:35][CH:34]=[CH:33][CH:32]=2)\[CH2:25][CH2:26][C:27]([O:29]C)=[O:28])=[CH:19][CH:18]=1.O.Cl. The catalyst is O1CCCC1.CO. The product is [CH3:4][C:5]1[O:9][C:8]([C:10]2[S:11][CH:12]=[CH:13][CH:14]=2)=[N:7][C:6]=1[CH2:15][O:16][C:17]1[CH:38]=[CH:37][C:20]([CH2:21][O:22]/[N:23]=[C:24](/[C:31]2[CH:36]=[CH:35][CH:34]=[CH:33][CH:32]=2)\[CH2:25][CH2:26][C:27]([OH:29])=[O:28])=[CH:19][CH:18]=1. The yield is 0.880.